This data is from NCI-60 drug combinations with 297,098 pairs across 59 cell lines. The task is: Regression. Given two drug SMILES strings and cell line genomic features, predict the synergy score measuring deviation from expected non-interaction effect. (1) Drug 1: CCC1(CC2CC(C3=C(CCN(C2)C1)C4=CC=CC=C4N3)(C5=C(C=C6C(=C5)C78CCN9C7C(C=CC9)(C(C(C8N6C=O)(C(=O)OC)O)OC(=O)C)CC)OC)C(=O)OC)O.OS(=O)(=O)O. Drug 2: CC1=C(C=C(C=C1)NC(=O)C2=CC=C(C=C2)CN3CCN(CC3)C)NC4=NC=CC(=N4)C5=CN=CC=C5. Cell line: ACHN. Synergy scores: CSS=0.829, Synergy_ZIP=1.86, Synergy_Bliss=4.54, Synergy_Loewe=2.84, Synergy_HSA=0.494. (2) Drug 1: CCC1=C2CN3C(=CC4=C(C3=O)COC(=O)C4(CC)O)C2=NC5=C1C=C(C=C5)O. Drug 2: CCN(CC)CCCC(C)NC1=C2C=C(C=CC2=NC3=C1C=CC(=C3)Cl)OC. Cell line: COLO 205. Synergy scores: CSS=52.0, Synergy_ZIP=1.27, Synergy_Bliss=1.13, Synergy_Loewe=-7.45, Synergy_HSA=4.22. (3) Drug 1: CC12CCC3C(C1CCC2=O)CC(=C)C4=CC(=O)C=CC34C. Drug 2: C1=NC2=C(N1)C(=S)N=C(N2)N. Cell line: NCI/ADR-RES. Synergy scores: CSS=51.4, Synergy_ZIP=-0.835, Synergy_Bliss=-1.45, Synergy_Loewe=-0.187, Synergy_HSA=1.62. (4) Drug 1: CC1C(C(CC(O1)OC2CC(CC3=C2C(=C4C(=C3O)C(=O)C5=C(C4=O)C(=CC=C5)OC)O)(C(=O)C)O)N)O.Cl. Drug 2: C1C(C(OC1N2C=NC3=C2NC=NCC3O)CO)O. Cell line: HCT116. Synergy scores: CSS=17.6, Synergy_ZIP=-1.26, Synergy_Bliss=-3.85, Synergy_Loewe=-2.33, Synergy_HSA=-2.51. (5) Cell line: SK-OV-3. Drug 2: CC1=CC2C(CCC3(C2CCC3(C(=O)C)OC(=O)C)C)C4(C1=CC(=O)CC4)C. Drug 1: CC12CCC(CC1=CCC3C2CCC4(C3CC=C4C5=CN=CC=C5)C)O. Synergy scores: CSS=-3.91, Synergy_ZIP=-0.298, Synergy_Bliss=-3.68, Synergy_Loewe=-4.26, Synergy_HSA=-4.13. (6) Drug 1: C1CCN(CC1)CCOC2=CC=C(C=C2)C(=O)C3=C(SC4=C3C=CC(=C4)O)C5=CC=C(C=C5)O. Drug 2: CCC1=C2CN3C(=CC4=C(C3=O)COC(=O)C4(CC)O)C2=NC5=C1C=C(C=C5)O. Cell line: SR. Synergy scores: CSS=58.2, Synergy_ZIP=0.288, Synergy_Bliss=-2.47, Synergy_Loewe=-28.2, Synergy_HSA=-3.35. (7) Drug 1: CC1OCC2C(O1)C(C(C(O2)OC3C4COC(=O)C4C(C5=CC6=C(C=C35)OCO6)C7=CC(=C(C(=C7)OC)O)OC)O)O. Drug 2: CCC1=C2CN3C(=CC4=C(C3=O)COC(=O)C4(CC)O)C2=NC5=C1C=C(C=C5)O. Cell line: HOP-62. Synergy scores: CSS=42.5, Synergy_ZIP=-0.991, Synergy_Bliss=-0.0536, Synergy_Loewe=-7.03, Synergy_HSA=1.49. (8) Drug 1: CC1=C(C=C(C=C1)NC2=NC=CC(=N2)N(C)C3=CC4=NN(C(=C4C=C3)C)C)S(=O)(=O)N.Cl. Drug 2: CC1=C(C(CCC1)(C)C)C=CC(=CC=CC(=CC(=O)O)C)C. Cell line: LOX IMVI. Synergy scores: CSS=16.2, Synergy_ZIP=4.96, Synergy_Bliss=7.13, Synergy_Loewe=9.58, Synergy_HSA=10.2.